This data is from NCI-60 drug combinations with 297,098 pairs across 59 cell lines. The task is: Regression. Given two drug SMILES strings and cell line genomic features, predict the synergy score measuring deviation from expected non-interaction effect. (1) Drug 1: CC1=C(C(=CC=C1)Cl)NC(=O)C2=CN=C(S2)NC3=CC(=NC(=N3)C)N4CCN(CC4)CCO. Drug 2: CC12CCC3C(C1CCC2O)C(CC4=C3C=CC(=C4)O)CCCCCCCCCS(=O)CCCC(C(F)(F)F)(F)F. Cell line: BT-549. Synergy scores: CSS=-3.37, Synergy_ZIP=1.67, Synergy_Bliss=3.83, Synergy_Loewe=-1.19, Synergy_HSA=-0.412. (2) Drug 1: CC12CCC3C(C1CCC2O)C(CC4=C3C=CC(=C4)O)CCCCCCCCCS(=O)CCCC(C(F)(F)F)(F)F. Drug 2: C(CCl)NC(=O)N(CCCl)N=O. Cell line: TK-10. Synergy scores: CSS=5.19, Synergy_ZIP=0.793, Synergy_Bliss=3.13, Synergy_Loewe=1.26, Synergy_HSA=1.36. (3) Drug 1: CC1CCC2CC(C(=CC=CC=CC(CC(C(=O)C(C(C(=CC(C(=O)CC(OC(=O)C3CCCCN3C(=O)C(=O)C1(O2)O)C(C)CC4CCC(C(C4)OC)O)C)C)O)OC)C)C)C)OC. Drug 2: C(CC(=O)O)C(=O)CN.Cl. Cell line: CCRF-CEM. Synergy scores: CSS=41.1, Synergy_ZIP=-6.15, Synergy_Bliss=-0.174, Synergy_Loewe=-2.13, Synergy_HSA=2.61. (4) Drug 1: C1CCC(C1)C(CC#N)N2C=C(C=N2)C3=C4C=CNC4=NC=N3. Drug 2: CC12CCC3C(C1CCC2OP(=O)(O)O)CCC4=C3C=CC(=C4)OC(=O)N(CCCl)CCCl.[Na+]. Cell line: SW-620. Synergy scores: CSS=-2.00, Synergy_ZIP=-1.41, Synergy_Bliss=-6.12, Synergy_Loewe=-12.1, Synergy_HSA=-8.61. (5) Drug 1: CN1CCC(CC1)COC2=C(C=C3C(=C2)N=CN=C3NC4=C(C=C(C=C4)Br)F)OC. Drug 2: CN1C2=C(C=C(C=C2)N(CCCl)CCCl)N=C1CCCC(=O)O.Cl. Cell line: MALME-3M. Synergy scores: CSS=15.1, Synergy_ZIP=-1.31, Synergy_Bliss=6.90, Synergy_Loewe=4.53, Synergy_HSA=5.85.